From a dataset of Reaction yield outcomes from USPTO patents with 853,638 reactions. Predict the reaction yield, written as a fraction of the theoretical maximum amount of product (1.0 means a 100% yield; for example, 0.34 means a 34% yield). The reactants are [Br:1][C:2]1[CH:15]=[CH:14][C:13]2[C:12]3[C:7](=[CH:8][C:9]([Br:16])=[CH:10][CH:11]=3)[C:6](=O)[C:5](=O)[C:4]=2[CH:3]=1.C(O)C.[CH2:22]([NH2:25])[CH2:23][NH2:24]. The catalyst is C(O)(=O)C. The product is [Br:1][C:2]1[CH:3]=[C:4]2[C:13](=[CH:14][CH:15]=1)[C:12]1[C:7](=[CH:8][C:9]([Br:16])=[CH:10][CH:11]=1)[C:6]1[N:25]=[CH:22][CH:23]=[N:24][C:5]2=1. The yield is 0.300.